This data is from Full USPTO retrosynthesis dataset with 1.9M reactions from patents (1976-2016). The task is: Predict the reactants needed to synthesize the given product. (1) Given the product [CH:5]1([CH2:8][C:9](=[C:18]2[C:19](=[O:20])[O:21][C:14]([CH3:22])([CH3:13])[O:15][C:16]2=[O:17])[OH:11])[CH2:4][CH2:3][CH2:2][CH2:7][CH2:6]1, predict the reactants needed to synthesize it. The reactants are: C[C:2]1(C)[CH2:7][CH2:6][CH:5]([CH2:8][C:9]([OH:11])=O)[CH2:4][CH2:3]1.[CH3:13][C:14]1([CH3:22])[O:21][C:19](=[O:20])[CH2:18][C:16](=[O:17])[O:15]1.C1CCC(N=C=NC2CCCCC2)CC1. (2) Given the product [CH:24]1([NH:23][C:21](=[O:22])/[C:8](/[C:5]2[CH:4]=[CH:3][C:2]([F:1])=[CH:7][CH:6]=2)=[CH:9]/[C:10]2[CH:15]=[CH:14][C:13]([CH:16]=[CH:17][C:18]([NH:53][CH2:52][C:49]3[CH:50]=[CH:51][C:46]([C:45]([O:44][CH3:43])=[O:54])=[CH:47][CH:48]=3)=[O:19])=[CH:12][CH:11]=2)[CH2:25][CH2:26]1, predict the reactants needed to synthesize it. The reactants are: [F:1][C:2]1[CH:7]=[CH:6][C:5](/[C:8](/[C:21]([NH:23][CH:24]2[CH2:26][CH2:25]2)=[O:22])=[CH:9]\[C:10]2[CH:15]=[CH:14][C:13]([CH:16]=[CH:17][C:18](O)=[O:19])=[CH:12][CH:11]=2)=[CH:4][CH:3]=1.CN(C=O)C.C1C=CC2N(O)N=NC=2C=1.Cl.[CH3:43][O:44][C:45](=[O:54])[C:46]1[CH:51]=[CH:50][C:49]([CH2:52][NH2:53])=[CH:48][CH:47]=1.C(N(CC)CC)C.